Dataset: Catalyst prediction with 721,799 reactions and 888 catalyst types from USPTO. Task: Predict which catalyst facilitates the given reaction. The catalyst class is: 1. Product: [F:1][CH:2]([F:21])[C:3]1[CH:8]([OH:9])[CH2:7][C:6]([CH3:11])([CH3:10])[C:5](/[CH:13]=[CH:14]/[C:15](/[CH3:19])=[CH:16]\[CH2:17][OH:18])([OH:12])[C:4]=1[CH3:20]. Reactant: [F:1][CH:2]([F:21])[C:3]1[CH:8]([OH:9])[CH2:7][C:6]([CH3:11])([CH3:10])[C:5]([C:13]#[C:14]/[C:15](/[CH3:19])=[CH:16]\[CH2:17][OH:18])([OH:12])[C:4]=1[CH3:20].C1(C)C=CC=CC=1.O.